Dataset: Full USPTO retrosynthesis dataset with 1.9M reactions from patents (1976-2016). Task: Predict the reactants needed to synthesize the given product. Given the product [F:33][C:5]([F:32])([F:4])[C:6]1[CH:11]=[CH:10][C:9]([CH2:12][CH2:13][C:14]2[N:18]([CH2:19][O:20][CH2:21][CH2:22][Si:23]([CH3:26])([CH3:25])[CH3:24])[N:17]=[CH:16][C:15]=2[C:27]2[O:29][N:37]=[C:36]([C:38]3[CH:39]=[C:40]([S:44]([NH2:45])(=[O:46])=[O:47])[CH:41]=[CH:42][CH:43]=3)[N:35]=2)=[CH:8][CH:7]=1, predict the reactants needed to synthesize it. The reactants are: C[O-].[Na+].[F:4][C:5]([F:33])([F:32])[C:6]1[CH:11]=[CH:10][C:9]([CH2:12][CH2:13][C:14]2[N:18]([CH2:19][O:20][CH2:21][CH2:22][Si:23]([CH3:26])([CH3:25])[CH3:24])[N:17]=[CH:16][C:15]=2[C:27]([O:29]CC)=O)=[CH:8][CH:7]=1.O[NH:35][C:36]([C:38]1[CH:43]=[CH:42][CH:41]=[C:40]([S:44](=[O:47])(=[O:46])[NH2:45])[CH:39]=1)=[NH:37].